From a dataset of Forward reaction prediction with 1.9M reactions from USPTO patents (1976-2016). Predict the product of the given reaction. (1) Given the reactants [CH3:1][C:2]1[NH:3][C:4]2[C:9]([CH:10]=1)=[CH:8][CH:7]=[CH:6][CH:5]=2.[CH3:11][O:12][C:13](=[O:24])[C:14]1[CH:19]=[CH:18][C:17]([CH2:20][CH2:21][CH:22]=O)=[CH:16][CH:15]=1.C(O)(C(F)(F)F)=O.C([SiH](CC)CC)C, predict the reaction product. The product is: [CH3:11][O:12][C:13](=[O:24])[C:14]1[CH:19]=[CH:18][C:17]([CH2:20][CH2:21][CH2:22][C:10]2[C:9]3[C:4](=[CH:5][CH:6]=[CH:7][CH:8]=3)[NH:3][C:2]=2[CH3:1])=[CH:16][CH:15]=1. (2) Given the reactants C[O:2][C:3](=[O:21])[CH2:4][C@@H:5]([CH3:20])[C:6](=[O:19])[NH:7][CH2:8][C:9]1[CH:14]=[CH:13][CH:12]=[C:11]([C:15]([F:18])([F:17])[F:16])[CH:10]=1.[Li+].[OH-].CC(=O)OCC, predict the reaction product. The product is: [CH3:20][C@@H:5]([C:6](=[O:19])[NH:7][CH2:8][C:9]1[CH:14]=[CH:13][CH:12]=[C:11]([C:15]([F:16])([F:17])[F:18])[CH:10]=1)[CH2:4][C:3]([OH:21])=[O:2]. (3) Given the reactants C(OCC(=O)[NH:7][C:8]1[CH:13]=[C:12]([CH2:14][NH:15][C:16]2[N:17]=[CH:18][S:19][C:20]=2[C:21]([NH:23][C:24]2[CH:37]=[CH:36][C:27]3[O:28][C:29]([F:35])([F:34])[C:30]([F:33])([F:32])[O:31][C:26]=3[CH:25]=2)=[O:22])[CH:11]=[CH:10][N:9]=1)(=O)C.C(=O)([O-])[O-].[K+].[K+], predict the reaction product. The product is: [NH2:7][C:8]1[CH:13]=[C:12]([CH2:14][NH:15][C:16]2[N:17]=[CH:18][S:19][C:20]=2[C:21]([NH:23][C:24]2[CH:37]=[CH:36][C:27]3[O:28][C:29]([F:34])([F:35])[C:30]([F:33])([F:32])[O:31][C:26]=3[CH:25]=2)=[O:22])[CH:11]=[CH:10][N:9]=1. (4) The product is: [Cl:1][C:2]1[CH:3]=[N:4][CH:5]=[C:6]([Cl:20])[C:7]=1[S:8][C:9]1[S:13][C:12]([C:14]([NH:26][CH2:25][CH2:24][CH2:23][O:22][CH3:21])=[O:15])=[CH:11][C:10]=1[N+:17]([O-:19])=[O:18]. Given the reactants [Cl:1][C:2]1[CH:3]=[N:4][CH:5]=[C:6]([Cl:20])[C:7]=1[S:8][C:9]1[S:13][C:12]([C:14](Cl)=[O:15])=[CH:11][C:10]=1[N+:17]([O-:19])=[O:18].[CH3:21][O:22][CH2:23][CH2:24][CH2:25][NH2:26], predict the reaction product. (5) The product is: [C:1]([O:5][C:6](=[O:20])[NH:7][C:8]1[CH:13]=[C:12]([Cl:14])[C:11]([C:15]([F:17])([F:18])[F:16])=[CH:10][C:9]=1[NH:19][C:26](=[O:25])[CH2:27][C:28]([C:30]1[CH:35]=[CH:34][CH:33]=[C:32]([C:36]2[O:40][N:39]=[C:38]([CH3:41])[CH:37]=2)[CH:31]=1)=[O:29])([CH3:4])([CH3:2])[CH3:3]. Given the reactants [C:1]([O:5][C:6](=[O:20])[NH:7][C:8]1[CH:13]=[C:12]([Cl:14])[C:11]([C:15]([F:18])([F:17])[F:16])=[CH:10][C:9]=1[NH2:19])([CH3:4])([CH3:3])[CH3:2].C([O:25][C:26](=O)[CH2:27][C:28]([C:30]1[CH:35]=[CH:34][CH:33]=[C:32]([C:36]2[O:40][N:39]=[C:38]([CH3:41])[CH:37]=2)[CH:31]=1)=[O:29])(C)(C)C, predict the reaction product. (6) Given the reactants C(O[BH-](OC(=O)C)OC(=O)C)(=O)C.[Na+].[CH3:15][S:16]([N:19]1[CH2:24][CH2:23][CH:22]([CH:25]([C:29]2[CH:34]=[CH:33][CH:32]=[CH:31][CH:30]=2)[CH2:26][CH:27]=O)[CH2:21][CH2:20]1)(=[O:18])=[O:17].Cl.[F:36][C:37]1[CH:42]=[CH:41][C:40]([S:43]([CH2:46][CH2:47][CH:48]2[CH2:53][CH2:52][NH:51][CH2:50][CH2:49]2)(=[O:45])=[O:44])=[CH:39][CH:38]=1, predict the reaction product. The product is: [C:29]1([CH:25]([CH:22]2[CH2:23][CH2:24][N:19]([S:16]([CH3:15])(=[O:18])=[O:17])[CH2:20][CH2:21]2)[CH2:26][CH2:27][N:51]2[CH2:52][CH2:53][CH:48]([CH2:47][CH2:46][S:43]([C:40]3[CH:39]=[CH:38][C:37]([F:36])=[CH:42][CH:41]=3)(=[O:45])=[O:44])[CH2:49][CH2:50]2)[CH:34]=[CH:33][CH:32]=[CH:31][CH:30]=1. (7) Given the reactants [CH:1]1([C:10]([O:12]CC)=[O:11])[CH:3]2[CH2:4][CH:5]3[CH:9]([CH:2]12)[CH2:8][CH2:7][CH2:6]3.C[C@@]12[C@@H](C(OCC)=O)C1C[C@@H]1[C@@H](C1(C)C)C2, predict the reaction product. The product is: [CH:1]1([C:10]([OH:12])=[O:11])[CH:3]2[CH2:4][CH:5]3[CH:9]([CH:2]12)[CH2:8][CH2:7][CH2:6]3.